From a dataset of Forward reaction prediction with 1.9M reactions from USPTO patents (1976-2016). Predict the product of the given reaction. (1) Given the reactants [NH2:1][C:2]1[C:3]([C:10]([OH:12])=O)=[N:4][O:5][C:6]=1[CH:7]([CH3:9])[CH3:8].[Cl:13][C:14]1[CH:19]=[CH:18][C:17]([C@H:20]2[CH2:25][CH2:24][NH:23][C:22](SC)=[N:21]2)=[CH:16][CH:15]=1.CN(C(ON1N=NC2C=CC=CC1=2)=[N+](C)C)C.[B-](F)(F)(F)F.CCN(C(C)C)C(C)C, predict the reaction product. The product is: [Cl:13][C:14]1[CH:15]=[CH:16][C:17]([C@H:20]2[CH2:25][CH2:24][N:23]3[C:10](=[O:12])[C:3]4[C:2](=[C:6]([CH:7]([CH3:8])[CH3:9])[O:5][N:4]=4)[NH:1][C:22]3=[N:21]2)=[CH:18][CH:19]=1. (2) Given the reactants [Cl:1][C:2]1[CH:7]=[CH:6][C:5]([C:8]2[N:12]3[CH:13]=[C:14]([C:17]4[CH:31]=[CH:30][C:20]([C:21]([N:23]5[CH2:28][CH2:27][C:26](=[O:29])[CH2:25][CH2:24]5)=[O:22])=[CH:19][CH:18]=4)[N:15]=[CH:16][C:11]3=[N:10][CH:9]=2)=[CH:4][CH:3]=1.[BH4-].[Na+], predict the reaction product. The product is: [Cl:1][C:2]1[CH:7]=[CH:6][C:5]([C:8]2[N:12]3[CH:13]=[C:14]([C:17]4[CH:18]=[CH:19][C:20]([C:21]([N:23]5[CH2:28][CH2:27][CH:26]([OH:29])[CH2:25][CH2:24]5)=[O:22])=[CH:30][CH:31]=4)[N:15]=[CH:16][C:11]3=[N:10][CH:9]=2)=[CH:4][CH:3]=1. (3) Given the reactants [CH3:1][O:2][CH:3]([O:14][CH3:15])[C:4](=[N:6][CH2:7][C:8]1[CH:13]=[CH:12][CH:11]=[CH:10][CH:9]=1)[CH3:5].[BH4-].[Na+], predict the reaction product. The product is: [CH2:7]([NH:6][CH:4]([CH3:5])[CH:3]([O:14][CH3:15])[O:2][CH3:1])[C:8]1[CH:13]=[CH:12][CH:11]=[CH:10][CH:9]=1.